This data is from Forward reaction prediction with 1.9M reactions from USPTO patents (1976-2016). The task is: Predict the product of the given reaction. (1) Given the reactants [NH2:1][C:2]1[CH:3]=[C:4]2[C:8](=[CH:9][CH:10]=1)[N:7]([C:11]1[CH:16]=[CH:15][C:14]([C:17]#[N:18])=[CH:13][CH:12]=1)[N:6]=[CH:5]2.[O:19]1[CH2:24][CH2:23][N:22]([C:25]2[CH:33]=[CH:32][C:28]([C:29]([O-])=[O:30])=[CH:27][CH:26]=2)[CH2:21][CH2:20]1, predict the reaction product. The product is: [C:17]([C:14]1[CH:15]=[CH:16][C:11]([N:7]2[C:8]3[C:4](=[CH:3][C:2]([NH:1][C:29](=[O:30])[C:28]4[CH:27]=[CH:26][C:25]([N:22]5[CH2:23][CH2:24][O:19][CH2:20][CH2:21]5)=[CH:33][CH:32]=4)=[CH:10][CH:9]=3)[CH:5]=[N:6]2)=[CH:12][CH:13]=1)#[N:18]. (2) Given the reactants [CH2:1]([C:3]1[CH:4]=[C:5]([O:15][C:16]2[CH:17]=[N:18][C:19]([S:22]([CH3:25])(=[O:24])=[O:23])=[CH:20][CH:21]=2)[CH:6]=[C:7]2[C:11]=1[NH:10][C:9]([C:12]([NH2:14])=O)=[CH:8]2)[CH3:2].COC1C=CC(P2(SP(C3C=CC(OC)=CC=3)(=S)S2)=[S:35])=CC=1, predict the reaction product. The product is: [CH2:1]([C:3]1[CH:4]=[C:5]([O:15][C:16]2[CH:17]=[N:18][C:19]([S:22]([CH3:25])(=[O:24])=[O:23])=[CH:20][CH:21]=2)[CH:6]=[C:7]2[C:11]=1[NH:10][C:9]([C:12](=[S:35])[NH2:14])=[CH:8]2)[CH3:2]. (3) Given the reactants [CH3:1][C:2]1[O:6][N:5]=[C:4]([O:7][CH:8]2[CH2:11][N:10]([C:12]3[N:20]=[CH:19][C:18]([C:21]([F:24])([F:23])[F:22])=[CH:17][C:13]=3[C:14](O)=[O:15])[CH2:9]2)[CH:3]=1.Cl.[NH2:26][C:27]1([C:30]2[CH:39]=[CH:38][C:33]([C:34]([O:36][CH3:37])=[O:35])=[CH:32][CH:31]=2)[CH2:29][CH2:28]1, predict the reaction product. The product is: [CH3:1][C:2]1[O:6][N:5]=[C:4]([O:7][CH:8]2[CH2:11][N:10]([C:12]3[N:20]=[CH:19][C:18]([C:21]([F:23])([F:24])[F:22])=[CH:17][C:13]=3[C:14]([NH:26][C:27]3([C:30]4[CH:39]=[CH:38][C:33]([C:34]([O:36][CH3:37])=[O:35])=[CH:32][CH:31]=4)[CH2:29][CH2:28]3)=[O:15])[CH2:9]2)[CH:3]=1. (4) Given the reactants [NH2:1][C:2]1[CH:7]=[CH:6][CH:5]=[CH:4][CH:3]=1.Cl[C:9]1[C:18]2[C:13](=[CH:14][CH:15]=[C:16]([N+:19]([O-:21])=[O:20])[CH:17]=2)[N:12]=[CH:11][N:10]=1, predict the reaction product. The product is: [C:2]1([NH:1][C:9]2[C:18]3[C:13](=[CH:14][CH:15]=[C:16]([N+:19]([O-:21])=[O:20])[CH:17]=3)[N:12]=[CH:11][N:10]=2)[CH:7]=[CH:6][CH:5]=[CH:4][CH:3]=1. (5) Given the reactants [Mg].[F:2][C:3]([F:16])([F:15])[C:4]1[CH:9]=[C:8](Br)[CH:7]=[C:6]([C:11]([F:14])([F:13])[F:12])[CH:5]=1.Cl[P:18]1(=[O:23])[CH2:22][CH:21]=[CH:20][CH2:19]1, predict the reaction product. The product is: [F:2][C:3]([F:16])([F:15])[C:4]1[CH:9]=[C:8]([P:18]2(=[O:23])[CH2:22][CH:21]=[CH:20][CH2:19]2)[CH:7]=[C:6]([C:11]([F:14])([F:13])[F:12])[CH:5]=1.